This data is from Reaction yield outcomes from USPTO patents with 853,638 reactions. The task is: Predict the reaction yield, written as a fraction of the theoretical maximum amount of product (1.0 means a 100% yield; for example, 0.34 means a 34% yield). The reactants are [N+:1]([C:4]1[CH:14]=[CH:13][C:7]([O:8][CH2:9][C:10]([OH:12])=[O:11])=[CH:6][CH:5]=1)([O-:3])=[O:2].O[CH2:16][CH2:17][O:18][C:19](=[O:31])[CH2:20][O:21][C:22]1[CH:27]=[CH:26][C:25]([N+:28]([O-:30])=[O:29])=[CH:24][CH:23]=1.C1(N=C=NC2CCCCC2)CCCCC1. The catalyst is ClCCl. The product is [N+:1]([C:4]1[CH:5]=[CH:6][C:7]([O:8][CH2:9][C:10]([O:12][CH2:16][CH2:17][O:18][C:19](=[O:31])[CH2:20][O:21][C:22]2[CH:27]=[CH:26][C:25]([N+:28]([O-:30])=[O:29])=[CH:24][CH:23]=2)=[O:11])=[CH:13][CH:14]=1)([O-:3])=[O:2]. The yield is 0.540.